Dataset: Full USPTO retrosynthesis dataset with 1.9M reactions from patents (1976-2016). Task: Predict the reactants needed to synthesize the given product. (1) Given the product [NH2:1][C:2]1[C:3]2[CH:10]=[CH:9][N:8]([C@@H:11]3[O:15][C@:14]([C:16]#[CH:17])([CH2:18][OH:19])[C@@H:13]([OH:20])[CH2:12]3)[C:4]=2[N:5]=[CH:6][N:7]=1, predict the reactants needed to synthesize it. The reactants are: [NH2:1][C:2]1[C:3]2[CH:10]=[CH:9][N:8]([C@@H:11]3[O:15][C@@:14]([CH2:18][OH:19])([C:16]#[CH:17])[C@@H:13]([O:20][Si](C(C)(C)C)(C)C)[CH2:12]3)[C:4]=2[N:5]=[CH:6][N:7]=1.O.C(=O)(O)[O-].[NH4+].C(#N)C. (2) Given the product [CH3:1][O:2][C:3](=[O:18])[C@@H:4]([O:15][CH2:16][CH3:17])[CH2:5][C:6]1[CH:11]=[CH:10][C:9]([O:12][CH2:28][C:26]2[N:27]=[C:23]([C:19]([CH3:22])([CH3:21])[CH3:20])[O:24][C:25]=2[CH3:30])=[CH:8][C:7]=1[O:13][CH3:14], predict the reactants needed to synthesize it. The reactants are: [CH3:1][O:2][C:3](=[O:18])[C@@H:4]([O:15][CH2:16][CH3:17])[CH2:5][C:6]1[CH:11]=[CH:10][C:9]([OH:12])=[CH:8][C:7]=1[O:13][CH3:14].[C:19]([C:23]1[O:24][C:25]([CH3:30])=[C:26]([CH2:28]Cl)[N:27]=1)([CH3:22])([CH3:21])[CH3:20].C(=O)([O-])[O-].[Cs+].[Cs+].[I-].[K+]. (3) Given the product [Si:5]([O:4][C@@H:3]([C:12]1[CH:19]=[CH:18][C:15]([C:16]#[N:17])=[CH:14][CH:13]=1)[CH2:2][N:25]1[CH2:30][CH2:29][CH2:28][C@H:27]([CH2:31][C:32]([O:34][CH2:35][CH3:36])=[O:33])[CH2:26]1)([C:8]([CH3:11])([CH3:10])[CH3:9])([CH3:7])[CH3:6], predict the reactants needed to synthesize it. The reactants are: Br[CH2:2][C@H:3]([C:12]1[CH:19]=[CH:18][C:15]([C:16]#[N:17])=[CH:14][CH:13]=1)[O:4][Si:5]([C:8]([CH3:11])([CH3:10])[CH3:9])([CH3:7])[CH3:6].C(=O)(O)[O-].[Na+].[NH:25]1[CH2:30][CH2:29][CH2:28][C@H:27]([CH2:31][C:32]([O:34][CH2:35][CH3:36])=[O:33])[CH2:26]1. (4) Given the product [Cl:1][C:2]1[CH:3]=[C:4]([CH2:9][CH2:10][CH2:11][N:13]2[CH2:18][CH:17]3[CH:15]([C:16]3([C:20]3[CH:21]=[C:22]([NH:26][S:27]([CH3:30])(=[O:29])=[O:28])[CH:23]=[CH:24][CH:25]=3)[CH3:19])[CH2:14]2)[CH:5]=[CH:6][C:7]=1[Cl:8], predict the reactants needed to synthesize it. The reactants are: [Cl:1][C:2]1[CH:3]=[C:4]([CH2:9][CH2:10][C:11]([N:13]2[CH2:18][CH:17]3[CH:15]([C:16]3([C:20]3[CH:21]=[C:22]([NH:26][S:27]([CH3:30])(=[O:29])=[O:28])[CH:23]=[CH:24][CH:25]=3)[CH3:19])[CH2:14]2)=O)[CH:5]=[CH:6][C:7]=1[Cl:8].[H-].[Al+3].[Li+].[H-].[H-].[H-].O.C(=O)([O-])O.[Na+]. (5) Given the product [CH3:27][C:25]1([CH3:28])[O:24][C@@H:23]2[O:29][C@H:20]([CH2:19][O:18][Si:1]([C:14]([CH3:17])([CH3:16])[CH3:15])([C:8]3[CH:13]=[CH:12][CH:11]=[CH:10][CH:9]=3)[C:2]3[CH:7]=[CH:6][CH:5]=[CH:4][CH:3]=3)[CH2:21][C@@H:22]2[O:26]1, predict the reactants needed to synthesize it. The reactants are: [Si:1]([O:18][CH2:19][C@H:20]1[O:29][C@H:23]2[O:24][C:25]([CH3:28])([CH3:27])[O:26][C@H:22]2[CH:21]1OC(OC1C=CC=CC=1)=S)([C:14]([CH3:17])([CH3:16])[CH3:15])([C:8]1[CH:13]=[CH:12][CH:11]=[CH:10][CH:9]=1)[C:2]1[CH:7]=[CH:6][CH:5]=[CH:4][CH:3]=1.C[Si]([SiH]([Si](C)(C)C)[Si](C)(C)C)(C)C.